From a dataset of Peptide-MHC class I binding affinity with 185,985 pairs from IEDB/IMGT. Regression. Given a peptide amino acid sequence and an MHC pseudo amino acid sequence, predict their binding affinity value. This is MHC class I binding data. (1) The peptide sequence is CTKHSKDFA. The MHC is HLA-A30:01 with pseudo-sequence HLA-A30:01. The binding affinity (normalized) is 0.497. (2) The peptide sequence is ITPADEPMSFF. The MHC is Mamu-A01 with pseudo-sequence Mamu-A01. The binding affinity (normalized) is 0.747.